From a dataset of Full USPTO retrosynthesis dataset with 1.9M reactions from patents (1976-2016). Predict the reactants needed to synthesize the given product. (1) Given the product [N:1]1[CH:6]=[CH:5][CH:4]=[CH:3][C:2]=1[C:7]1[CH:12]=[CH:11][C:10]([C:17]2[CH:18]=[C:19]([C:29]3[N:34]=[C:33]([C:35]4[CH:36]=[C:37]([C:42]5[CH:47]=[CH:46][CH:45]=[CH:44][CH:43]=5)[CH:38]=[C:39]([C:10]5[CH:9]=[CH:8][C:7]([C:2]6[CH:3]=[CH:4][CH:5]=[CH:6][N:1]=6)=[CH:12][CH:11]=5)[CH:40]=4)[N:32]=[C:31]([C:48]4[CH:49]=[C:50]([C:60]5[CH:65]=[CH:64][CH:63]=[CH:62][CH:61]=5)[CH:51]=[C:52]([C:54]5[CH:59]=[CH:58][CH:57]=[CH:56][CH:55]=5)[CH:53]=4)[N:30]=3)[CH:20]=[C:21]([C:23]3[CH:28]=[CH:27][CH:26]=[CH:25][CH:24]=3)[CH:22]=2)=[CH:9][CH:8]=1, predict the reactants needed to synthesize it. The reactants are: [N:1]1[CH:6]=[CH:5][CH:4]=[CH:3][C:2]=1[C:7]1[CH:12]=[CH:11][C:10](B(O)O)=[CH:9][CH:8]=1.Cl[C:17]1[CH:18]=[C:19]([C:29]2[N:34]=[C:33]([C:35]3[CH:36]=[C:37]([C:42]4[CH:47]=[CH:46][CH:45]=[CH:44][CH:43]=4)[CH:38]=[C:39](Cl)[CH:40]=3)[N:32]=[C:31]([C:48]3[CH:49]=[C:50]([C:60]4[CH:65]=[CH:64][CH:63]=[CH:62][CH:61]=4)[CH:51]=[C:52]([C:54]4[CH:59]=[CH:58][CH:57]=[CH:56][CH:55]=4)[CH:53]=3)[N:30]=2)[CH:20]=[C:21]([C:23]2[CH:28]=[CH:27][CH:26]=[CH:25][CH:24]=2)[CH:22]=1.C(=O)([O-])[O-].[Cs+].[Cs+]. (2) The reactants are: C[O:2][C:3]([C:5]1[CH:6]=[C:7]2[C:11](=[C:12]([CH3:14])[CH:13]=1)[C:10](=[O:15])[N:9]([CH2:16][C:17]1[CH:22]=[CH:21][C:20]([O:23][C:24]([F:27])([F:26])[F:25])=[CH:19][CH:18]=1)[CH2:8]2)=O.[NH2:28][NH2:29]. Given the product [CH3:14][C:12]1[CH:13]=[C:5]([C:3]([NH:28][NH2:29])=[O:2])[CH:6]=[C:7]2[C:11]=1[C:10](=[O:15])[N:9]([CH2:16][C:17]1[CH:22]=[CH:21][C:20]([O:23][C:24]([F:27])([F:26])[F:25])=[CH:19][CH:18]=1)[CH2:8]2, predict the reactants needed to synthesize it. (3) Given the product [CH3:1][CH:2]1[CH2:9][CH2:8][CH2:7][N:6]([C:10]([O:12][C:13]([CH3:16])([CH3:15])[CH3:14])=[O:11])[CH2:5][CH2:4][C:3]1=[O:17], predict the reactants needed to synthesize it. The reactants are: [CH3:1][C:2]1(C(OCC)=O)[CH2:9][CH2:8][CH2:7][N:6]([C:10]([O:12][C:13]([CH3:16])([CH3:15])[CH3:14])=[O:11])[CH2:5][CH2:4][C:3]1=[O:17].[OH-].[K+]. (4) Given the product [C:1]([NH:4][C:5]1[N:10]=[CH:9][C:8]([NH:11][C:12](=[O:22])[C:13]2[C:18]([F:19])=[CH:17][CH:16]=[C:15]([NH:20][S:26]([CH2:23][CH2:24][CH3:25])(=[O:28])=[O:27])[C:14]=2[F:21])=[CH:7][CH:6]=1)(=[O:3])[CH3:2], predict the reactants needed to synthesize it. The reactants are: [C:1]([NH:4][C:5]1[N:10]=[CH:9][C:8]([NH:11][C:12](=[O:22])[C:13]2[C:18]([F:19])=[CH:17][CH:16]=[C:15]([NH2:20])[C:14]=2[F:21])=[CH:7][CH:6]=1)(=[O:3])[CH3:2].[CH2:23]([S:26](Cl)(=[O:28])=[O:27])[CH2:24][CH3:25]. (5) Given the product [CH3:2][C:1]1[NH:4][C:5]2[C:10]([CH:11]=1)=[CH:9][CH:8]=[CH:7][N:6]=2, predict the reactants needed to synthesize it. The reactants are: [C:1]([NH:4][C:5]1[C:10]([CH3:11])=[CH:9][CH:8]=[CH:7][N:6]=1)(=O)[CH3:2].[H-].[Na+]. (6) Given the product [CH:12]([C@:5]1([C:8]([O:10][CH3:11])=[O:9])[CH2:6][CH2:7][C@@H:3]([NH:2][CH:31]2[CH2:26][CH2:25][O:24][CH2:29][CH2:30]2)[CH2:4]1)([CH3:14])[CH3:13], predict the reactants needed to synthesize it. The reactants are: Cl.[NH2:2][C@@H:3]1[CH2:7][CH2:6][C@:5]([CH:12]([CH3:14])[CH3:13])([C:8]([O:10][CH3:11])=[O:9])[CH2:4]1.Cl.N[C@@H]1CC[C@](C(C)C)(C([O:24][CH2:25][C:26]2[CH:31]=[CH:30][CH:29]=CC=2)=O)C1.C1(C(=N[C@@H]2CC[C@H](C(OCC3C=CC=CC=3)=O)C2)C2C=CC=CC=2)C=CC=CC=1.O1CCC(=O)CC1.C(N(CC)CC)C.C(O[BH-](OC(=O)C)OC(=O)C)(=O)C.[Na+]. (7) Given the product [CH3:5][O:6][C:7](=[O:32])[CH2:8][CH2:9][CH2:10][CH2:11][CH2:12][CH2:13][N:14]1[C:15](=[O:31])[CH2:16][CH2:17][CH2:18][C@@H:19]1/[CH:20]=[CH:21]/[CH:22]([OH:30])[CH2:23][C:24]1[CH:29]=[CH:28][CH:27]=[CH:26][CH:25]=1, predict the reactants needed to synthesize it. The reactants are: [BH4-].[Na+].CO.[CH3:5][O:6][C:7](=[O:32])[CH2:8][CH2:9][CH2:10][CH2:11][CH2:12][CH2:13][N:14]1[C@@H:19](/[CH:20]=[CH:21]/[C:22](=[O:30])[CH2:23][C:24]2[CH:29]=[CH:28][CH:27]=[CH:26][CH:25]=2)[CH2:18][CH2:17][CH2:16][C:15]1=[O:31]. (8) Given the product [CH2:22]([N:11]([CH2:10][C:9]([N:8]([C:30]1[CH:31]=[CH:32][C:33]([OH:39])=[C:34]([CH:38]=1)[C:35]([OH:37])=[O:36])[CH2:1][C:2]1[CH:3]=[CH:4][C:5]([CH:41]2[CH2:40][CH2:17][CH2:16][CH2:15][CH2:20]2)=[CH:6][CH:7]=1)=[O:29])[S:12]([C:15]1[CH:16]=[CH:17][C:18]([C:21]2[CH:6]=[CH:7][CH:2]=[CH:3][CH:4]=2)=[CH:19][CH:20]=1)(=[O:14])=[O:13])[C:23]1[CH:28]=[CH:27][CH:26]=[CH:25][CH:24]=1, predict the reactants needed to synthesize it. The reactants are: [CH2:1]([N:8]([C:30]1[CH:31]=[CH:32][C:33]([OH:39])=[C:34]([CH:38]=1)[C:35]([OH:37])=[O:36])[C:9](=[O:29])[CH2:10][N:11]([CH2:22][C:23]1[CH:28]=[CH:27][CH:26]=[CH:25][CH:24]=1)[S:12]([C:15]1[CH:20]=[CH:19][C:18]([CH3:21])=[CH:17][CH:16]=1)(=[O:14])=[O:13])[C:2]1[CH:7]=[CH:6][CH:5]=[CH:4][CH:3]=1.[C:40](#N)[CH3:41].